The task is: Regression. Given a peptide amino acid sequence and an MHC pseudo amino acid sequence, predict their binding affinity value. This is MHC class I binding data.. This data is from Peptide-MHC class I binding affinity with 185,985 pairs from IEDB/IMGT. (1) The peptide sequence is AHGWSTFYL. The MHC is HLA-B15:01 with pseudo-sequence HLA-B15:01. The binding affinity (normalized) is 0.0847. (2) The peptide sequence is LLDPLYFEV. The MHC is HLA-A02:16 with pseudo-sequence HLA-A02:16. The binding affinity (normalized) is 1.00. (3) The peptide sequence is KVADVDLAVPV. The MHC is HLA-B40:02 with pseudo-sequence HLA-B40:02. The binding affinity (normalized) is 0.389. (4) The peptide sequence is LMDSIFVST. The MHC is HLA-B54:01 with pseudo-sequence HLA-B54:01. The binding affinity (normalized) is 0.209. (5) The MHC is HLA-A69:01 with pseudo-sequence HLA-A69:01. The peptide sequence is AALEGLSGF. The binding affinity (normalized) is 0.0847. (6) The peptide sequence is IVAWTRTAT. The MHC is HLA-B27:05 with pseudo-sequence HLA-B27:05. The binding affinity (normalized) is 0.0847.